From a dataset of Catalyst prediction with 721,799 reactions and 888 catalyst types from USPTO. Predict which catalyst facilitates the given reaction. Reactant: [Br:1][C:2]1[C:7]([C:8]2[CH:13]=[CH:12][CH:11]=[C:10](O)[CH:9]=2)=[CH:6][C:5]([OH:15])=[CH:4][CH:3]=1.[CH2:16](Br)[CH2:17][CH2:18][CH2:19][CH2:20][CH2:21][CH2:22][CH3:23].[C:25](=[O:28])([O-])[O-].[K+].[K+].[I-].[K+]. Product: [Br:1][C:2]1[CH:3]=[CH:4][C:5]([O:15][CH2:16][CH2:17][CH2:18][CH2:19][CH2:20][CH2:21][CH2:22][CH3:23])=[CH:6][C:7]=1[C:8]1[CH:13]=[CH:12][CH:11]=[C:10]([O:28][CH2:25][CH2:8][CH2:7][CH2:2][CH2:3][CH2:4][CH2:5][CH3:6])[CH:9]=1. The catalyst class is: 9.